This data is from Forward reaction prediction with 1.9M reactions from USPTO patents (1976-2016). The task is: Predict the product of the given reaction. (1) The product is: [NH2:7][CH2:8][C@H:9]1[CH2:14][CH2:13][C@H:12]([CH2:15][C:16]#[N:17])[CH2:11][CH2:10]1. Given the reactants C(OC(=O)[NH:7][CH2:8][C@H:9]1[CH2:14][CH2:13][C@H:12]([CH2:15][C:16]#[N:17])[CH2:11][CH2:10]1)(C)(C)C.FC(F)(F)C(O)=O, predict the reaction product. (2) Given the reactants [F:1][C:2]1[CH:7]=[C:6]([S:8][C:9]([F:12])([F:11])[F:10])[CH:5]=[CH:4][C:3]=1[N:13]([CH3:23])[C:14]([NH:16][N:17]1[CH2:22][CH2:21][O:20][CH2:19][CH2:18]1)=[O:15].C(N(C(C)C)CC)(C)C.[F:33][C:34]1[CH:42]=[CH:41][CH:40]=[C:39]([F:43])[C:35]=1[C:36](Cl)=[O:37].C(OC)(C)(C)C, predict the reaction product. The product is: [F:33][C:34]1[CH:42]=[CH:41][CH:40]=[C:39]([F:43])[C:35]=1[C:36]([N:16]([N:17]1[CH2:22][CH2:21][O:20][CH2:19][CH2:18]1)[C:14]([N:13]([C:3]1[CH:4]=[CH:5][C:6]([S:8][C:9]([F:10])([F:12])[F:11])=[CH:7][C:2]=1[F:1])[CH3:23])=[O:15])=[O:37]. (3) Given the reactants [CH3:1][C:2]([CH3:7])([CH3:6])[C:3]([NH2:5])=[O:4].C(Cl)(=O)[C:9](Cl)=[O:10].[F:14][C:15]([F:37])([F:36])[C:16]1[N:21]=[CH:20][C:19]([C:22]2[CH:27]=[C:26]([O:28][C:29]3[CH:30]=[CH:31][C:32]([NH2:35])=[N:33][CH:34]=3)[CH:25]=[CH:24][N:23]=2)=[CH:18][CH:17]=1.N1C=CC=CC=1, predict the reaction product. The product is: [F:37][C:15]([F:14])([F:36])[C:16]1[N:21]=[CH:20][C:19]([C:22]2[CH:27]=[C:26]([O:28][C:29]3[CH:30]=[CH:31][C:32]([NH:35][C:9]([NH:5][C:3](=[O:4])[C:2]([CH3:7])([CH3:6])[CH3:1])=[O:10])=[N:33][CH:34]=3)[CH:25]=[CH:24][N:23]=2)=[CH:18][CH:17]=1. (4) Given the reactants [CH2:1]([O:3][P:4]([C:9]([C:12]1[CH:17]=[CH:16][CH:15]=[CH:14][C:13]=1[NH2:18])([F:11])[F:10])(=[O:8])[O:5][CH2:6][CH3:7])[CH3:2].N1C=CC=CC=1.[CH2:25]([O:33][C:34]1[CH:39]=[CH:38][C:37]([C:40]2[CH:45]=[CH:44][C:43]([C:46](Cl)=[O:47])=[CH:42][CH:41]=2)=[CH:36][CH:35]=1)[CH2:26][CH2:27][CH2:28][CH2:29][CH2:30][CH2:31][CH3:32].CCOC(C)=O, predict the reaction product. The product is: [CH2:1]([O:3][P:4]([C:9]([F:11])([F:10])[C:12]1[CH:17]=[CH:16][CH:15]=[CH:14][C:13]=1[NH:18][C:46]([C:43]1[CH:42]=[CH:41][C:40]([C:37]2[CH:38]=[CH:39][C:34]([O:33][CH2:25][CH2:26][CH2:27][CH2:28][CH2:29][CH2:30][CH2:31][CH3:32])=[CH:35][CH:36]=2)=[CH:45][CH:44]=1)=[O:47])(=[O:8])[O:5][CH2:6][CH3:7])[CH3:2]. (5) Given the reactants [O:1]1[CH:5]=[CH:4][CH:3]=[C:2]1[C:6]([NH:8][C:9]1([C:15]([NH:17][CH:18]2[CH2:23][CH2:22][N:21]([C:24]3[CH:29]=[CH:28][C:27]([F:30])=[CH:26][C:25]=3[N:31]3[CH2:34][C:33]([CH3:36])([CH3:35])[C:32]3=[O:37])[CH2:20][CH:19]2[OH:38])=[O:16])[CH2:14][CH2:13][CH2:12][CH2:11][CH2:10]1)=[O:7].C(N(CC)CC)C, predict the reaction product. The product is: [O:1]1[CH:5]=[CH:4][CH:3]=[C:2]1[C:6]([NH:8][C:9]1([C:15]([NH:17][CH:18]2[CH2:23][CH2:22][N:21]([C:24]3[CH:29]=[CH:28][C:27]([F:30])=[CH:26][C:25]=3[N:31]3[CH2:34][C:33]([CH3:35])([CH3:36])[C:32]3=[O:37])[CH2:20][C:19]2=[O:38])=[O:16])[CH2:10][CH2:11][CH2:12][CH2:13][CH2:14]1)=[O:7].